Regression. Given a peptide amino acid sequence and an MHC pseudo amino acid sequence, predict their binding affinity value. This is MHC class I binding data. From a dataset of Peptide-MHC class I binding affinity with 185,985 pairs from IEDB/IMGT. (1) The peptide sequence is LENCILIRL. The MHC is HLA-B40:01 with pseudo-sequence HLA-B40:01. The binding affinity (normalized) is 0.759. (2) The peptide sequence is FSLFNPRDL. The MHC is H-2-Kb with pseudo-sequence H-2-Kb. The binding affinity (normalized) is 0.527.